From a dataset of Full USPTO retrosynthesis dataset with 1.9M reactions from patents (1976-2016). Predict the reactants needed to synthesize the given product. (1) Given the product [CH3:13][N:14]1[CH2:19][CH2:18][N:17]([C:2]2[CH:3]=[C:4]([CH2:8][C:9]([O:11][CH3:12])=[O:10])[CH:5]=[CH:6][CH:7]=2)[CH2:16][CH2:15]1, predict the reactants needed to synthesize it. The reactants are: Br[C:2]1[CH:3]=[C:4]([CH2:8][C:9]([O:11][CH3:12])=[O:10])[CH:5]=[CH:6][CH:7]=1.[CH3:13][N:14]1[CH2:19][CH2:18][NH:17][CH2:16][CH2:15]1.C(P(C(C)(C)C)C1C=CC=CC=1C1C=CC=CC=1)(C)(C)C.[O-]P([O-])([O-])=O.[K+].[K+].[K+]. (2) Given the product [CH2:4]([N:11]1[CH2:17][CH2:16][CH:15]([Br:1])[C:14](=[O:18])[CH2:13][CH2:12]1)[C:5]1[CH:6]=[CH:7][CH:8]=[CH:9][CH:10]=1, predict the reactants needed to synthesize it. The reactants are: [BrH:1].BrBr.[CH2:4]([N:11]1[CH2:17][CH2:16][CH2:15][C:14](=[O:18])[CH2:13][CH2:12]1)[C:5]1[CH:10]=[CH:9][CH:8]=[CH:7][CH:6]=1. (3) Given the product [OH:10][C:4]1([CH2:1][CH:2]=[O:20])[CH2:9][CH2:8][O:7][CH2:6][CH2:5]1, predict the reactants needed to synthesize it. The reactants are: [CH2:1]([C:4]1([OH:10])[CH2:9][CH2:8][O:7][CH2:6][CH2:5]1)[CH:2]=C.N1C(C)=CC=CC=1C.I([O-])(=O)(=O)=[O:20].[Na+].C([O-])(O)=O.[Na+]. (4) Given the product [NH:26]1[C:25]2[CH2:24][CH2:23][NH:22][C:21](=[O:27])[C:20]=2[CH:19]=[CH:18]1, predict the reactants needed to synthesize it. The reactants are: Cl.N[C@@H]1C[C@H](NC2C(C)=NC3C(N=2)=C([C:18]2[NH:26][C:25]4[CH2:24][CH2:23][NH:22][C:21](=[O:27])[C:20]=4[CH:19]=2)C=CC=3)C1.ClCCOCCCl.CCN(C(C)C)C(C)C. (5) Given the product [N:28]([C@@H:2]([C:4]1[CH:13]=[CH:12][C:7]([C:8]([O:10][CH3:11])=[O:9])=[CH:6][CH:5]=1)[CH3:3])=[N+:29]=[N-:30], predict the reactants needed to synthesize it. The reactants are: O[C@H:2]([C:4]1[CH:13]=[CH:12][C:7]([C:8]([O:10][CH3:11])=[O:9])=[CH:6][CH:5]=1)[CH3:3].C1C=CC(P([N:28]=[N+:29]=[N-:30])(C2C=CC=CC=2)=O)=CC=1.C1CCN2C(=NCCC2)CC1. (6) Given the product [Cl:11][C:3]1[CH:4]=[C:5]([N+:8]([O-:10])=[O:9])[CH:6]=[CH:7][C:2]=1[C:13]#[C:12][C:14]1[CH:19]=[CH:18][CH:17]=[CH:16][CH:15]=1, predict the reactants needed to synthesize it. The reactants are: Br[C:2]1[CH:7]=[CH:6][C:5]([N+:8]([O-:10])=[O:9])=[CH:4][C:3]=1[Cl:11].[C:12]([C:14]1[CH:19]=[CH:18][CH:17]=[CH:16][CH:15]=1)#[CH:13].C(NC(C)C)(C)C. (7) Given the product [CH3:1][O:2][C:3](=[O:17])[CH2:4][CH:5]1[C:9]2[CH:10]=[C:11]([F:16])[C:12]([OH:15])=[C:13]([F:14])[C:8]=2[O:7][CH2:6]1, predict the reactants needed to synthesize it. The reactants are: [CH3:1][O:2][C:3](=[O:17])[CH2:4][C:5]1[C:9]2[CH:10]=[C:11]([F:16])[C:12]([OH:15])=[C:13]([F:14])[C:8]=2[O:7][CH:6]=1. (8) Given the product [ClH:2].[Cl:2][C:3]1[CH:4]=[CH:5][C:6]([C:7]([CH:9]2[CH2:10][CH2:11][N:12]([CH2:15][CH2:16][NH:17][C:18](=[O:26])[C:19]3[CH:24]=[CH:23][CH:22]=[C:21]([O:25][CH2:30][C:31]([NH:33][CH3:34])=[O:32])[CH:20]=3)[CH2:13][CH2:14]2)=[O:8])=[CH:27][CH:28]=1, predict the reactants needed to synthesize it. The reactants are: Cl.[Cl:2][C:3]1[CH:28]=[CH:27][C:6]([C:7]([CH:9]2[CH2:14][CH2:13][N:12]([CH2:15][CH2:16][NH:17][C:18](=[O:26])[C:19]3[CH:24]=[CH:23][CH:22]=[C:21]([OH:25])[CH:20]=3)[CH2:11][CH2:10]2)=[O:8])=[CH:5][CH:4]=1.Cl[CH2:30][C:31]([NH:33][CH3:34])=[O:32].O.Cl.